From a dataset of Forward reaction prediction with 1.9M reactions from USPTO patents (1976-2016). Predict the product of the given reaction. Given the reactants [CH2:1]([O:8][C:9]1[CH:10]=[C:11]([CH2:17][C:18](=O)[C:19]([CH3:22])([CH3:21])[CH3:20])[CH:12]=[CH:13][C:14]=1[O:15][CH3:16])[C:2]1[CH:7]=[CH:6][CH:5]=[CH:4][CH:3]=1.[BH3-]C#[N:26].[Na+], predict the reaction product. The product is: [CH2:1]([O:8][C:9]1[CH:10]=[C:11]([CH2:17][CH:18]([NH2:26])[C:19]([CH3:22])([CH3:21])[CH3:20])[CH:12]=[CH:13][C:14]=1[O:15][CH3:16])[C:2]1[CH:7]=[CH:6][CH:5]=[CH:4][CH:3]=1.